This data is from Full USPTO retrosynthesis dataset with 1.9M reactions from patents (1976-2016). The task is: Predict the reactants needed to synthesize the given product. Given the product [Cl:11][C:12]1[S:41][C:15]2[NH:16][C:17]([C:19]([NH:21][CH:22]3[CH2:31][C:30]4[C:25](=[CH:26][CH:27]=[CH:28][CH:29]=4)[N:24]([CH2:32][CH2:33][N:47]([CH3:48])[CH3:46])[C:23]3=[O:40])=[O:20])=[CH:18][C:14]=2[CH:13]=1, predict the reactants needed to synthesize it. The reactants are: ON1C2C=CC=CC=2N=N1.[Cl:11][C:12]1[S:41][C:15]2[NH:16][C:17]([C:19]([NH:21][CH:22]3[CH2:31][C:30]4[C:25](=[CH:26][CH:27]=[CH:28][CH:29]=4)[N:24]([CH2:32][C@H:33]4COC(C)(C)O4)[C:23]3=[O:40])=[O:20])=[CH:18][C:14]=2[CH:13]=1.ClC1S[C:46]2[NH:47][C:48](C(NC3CC4C(=CC=CC=4)N(CC(O)CO)C3=O)=O)=CC=2C=1.CCN=C=NCCCN(C)C.